Dataset: Full USPTO retrosynthesis dataset with 1.9M reactions from patents (1976-2016). Task: Predict the reactants needed to synthesize the given product. (1) Given the product [CH3:23][C:12]1[CH:13]=[C:14]2[C:10](=[C:9]([CH3:8])[C:18]3([C@:17]([OH:22])([CH3:21])[C:15]2=[O:16])[CH2:20][CH2:19]3)[C:11]=1[CH2:6][OH:7], predict the reactants needed to synthesize it. The reactants are: OS(O)(=O)=O.[CH2:6]=[O:7].[CH3:8][C:9]1[C:18]2([CH2:20][CH2:19]2)[C@:17]([OH:22])([CH3:21])[C:15](=[O:16])[C:14]2[C:10]=1[C@@H:11](O)[C@@:12](CO)([CH3:23])[CH:13]=2. (2) Given the product [CH:26]([O:28][C:29]12[CH2:30][C:31]3([OH:42])[CH2:37][CH:35]([CH2:34][C:33]([OH:39])([CH2:32]3)[CH2:38]1)[CH2:36]2)=[CH2:27], predict the reactants needed to synthesize it. The reactants are: C(=O)([O-])[O-].[Na+].[Na+].C12(O)CC3(O)CC(CC(O)(C3)C1)C2.C(OC=C)(=O)C.[CH:26]([O:28][C:29]12[CH2:38][C:33]3([O:39]C=C)[CH2:34][CH:35]([CH2:37][C:31]([O:42]C=C)([CH2:32]3)[CH2:30]1)[CH2:36]2)=[CH2:27].C(OC12CC3CC(OC=C)(CC(O)(C3)C1)C2)=C. (3) Given the product [F:40][C:2]([F:39])([F:1])[C:3]1[CH:4]=[C:5]([C@H:13]2[O:17][C:16](=[O:18])[N:15]([CH2:19][C:20]3[CH2:25][C:24]([CH3:26])([CH3:27])[CH2:23][CH2:22][C:21]=3[C:28]3[CH:29]=[C:30]([CH:33]=[CH:34][C:35]=3[O:36][CH3:37])[CH2:31][N:44]([CH2:43][C:42]([F:46])([F:45])[F:41])[C:51](=[O:53])[CH3:52])[C@H:14]2[CH3:38])[CH:6]=[C:7]([C:9]([F:11])([F:10])[F:12])[CH:8]=1, predict the reactants needed to synthesize it. The reactants are: [F:1][C:2]([F:40])([F:39])[C:3]1[CH:4]=[C:5]([C@H:13]2[O:17][C:16](=[O:18])[N:15]([CH2:19][C:20]3[CH2:25][C:24]([CH3:27])([CH3:26])[CH2:23][CH2:22][C:21]=3[C:28]3[CH:29]=[C:30]([CH:33]=[CH:34][C:35]=3[O:36][CH3:37])[CH:31]=O)[C@H:14]2[CH3:38])[CH:6]=[C:7]([C:9]([F:12])([F:11])[F:10])[CH:8]=1.[F:41][C:42]([F:46])([F:45])[CH2:43][NH2:44].C([BH3-])#N.[Na+].[C:51](O)(=[O:53])[CH3:52].C(=O)([O-])O.[Na+].C(N(C(C)C)CC)(C)C.C(Cl)(=O)C. (4) Given the product [NH2:2][CH2:1][C:3]1[CH:12]=[CH:11][CH:10]=[CH:9][C:4]=1[C:5]([O:7][CH3:8])=[O:6].[ClH:13], predict the reactants needed to synthesize it. The reactants are: [C:1]([C:3]1[CH:12]=[CH:11][CH:10]=[CH:9][C:4]=1[C:5]([O:7][CH3:8])=[O:6])#[N:2].[ClH:13].O1CCOCC1. (5) Given the product [OH:40][C:10]1[C:11]([C:22]2[CH:37]=[CH:38][CH:39]=[CH:17][C:16]=2[C:9]2[CH:10]=[CH:11][C:12]([O:14][CH3:15])=[CH:13][C:8]=2[Cl:7])=[C:12]([OH:14])[N:3]2[N:4]=[CH:5][N:6]=[C:2]2[N:1]=1, predict the reactants needed to synthesize it. The reactants are: [NH2:1][C:2]1[N:6]=[CH:5][NH:4][N:3]=1.[Cl:7][C:8]1[CH:13]=[C:12]([O:14][CH3:15])[CH:11]=[CH:10][C:9]=1[CH:16]([C:22](OCC)=O)[C:17](OCC)=O.C(N(C[CH2:37][CH2:38][CH3:39])CCCC)CCC.[OH-:40].[Na+]. (6) Given the product [F:13][C:9]1[CH:10]=[CH:11][CH:12]=[C:7]([O:6][C:5]2[CH:14]=[CH:15][C:2]([C:22]3[CH:23]=[CH:24][C:19]([CH3:18])=[CH:20][CH:21]=3)=[CH:3][C:4]=2[O:16][CH3:17])[N:8]=1, predict the reactants needed to synthesize it. The reactants are: Cl[C:2]1[CH:15]=[CH:14][C:5]([O:6][C:7]2[CH:12]=[CH:11][CH:10]=[C:9]([F:13])[N:8]=2)=[C:4]([O:16][CH3:17])[CH:3]=1.[CH3:18][C:19]1[CH:24]=[CH:23][C:22](B(O)O)=[CH:21][CH:20]=1.C([O-])([O-])=O.[K+].[K+].